Dataset: Retrosynthesis with 50K atom-mapped reactions and 10 reaction types from USPTO. Task: Predict the reactants needed to synthesize the given product. (1) Given the product COC(=O)c1ccc(NCc2ccc(C3CCCCC3)cc2)cc1O, predict the reactants needed to synthesize it. The reactants are: COC(=O)c1ccc(N)cc1O.O=Cc1ccc(C2CCCCC2)cc1. (2) The reactants are: Cc1ccccc1Cn1c(Br)nc2c1c(=O)[nH]c(=O)n2C.NC1CCCCNC1. Given the product Cc1ccccc1Cn1c(N2CCCCC(N)C2)nc2c1c(=O)[nH]c(=O)n2C, predict the reactants needed to synthesize it.